From a dataset of Forward reaction prediction with 1.9M reactions from USPTO patents (1976-2016). Predict the product of the given reaction. (1) Given the reactants [CH2:1]([O:3][C:4](=[O:22])[CH2:5][C:6]1[CH:11]=[CH:10][CH:9]=[C:8]([O:12][C:13]2[CH:18]=[CH:17][C:16]([Br:19])=[CH:15][C:14]=2[CH2:20]Br)[CH:7]=1)[CH3:2].[O:23]1[CH2:27][C:26](=O)[N:25]=[C-:24]1.[H-].[Na+].CN(C=[O:35])C, predict the reaction product. The product is: [CH2:1]([O:3][C:4](=[O:22])[CH2:5][C:6]1[CH:11]=[CH:10][CH:9]=[C:8]([O:12][C:13]2[CH:18]=[CH:17][C:16]([Br:19])=[CH:15][C:14]=2[CH2:20][N:25]2[CH2:26][CH2:27][O:23][C:24]2=[O:35])[CH:7]=1)[CH3:2]. (2) Given the reactants [CH3:1][S:2][C:3]1[CH:4]=[CH:5][C:6]([CH:9]([CH2:14][CH:15]2[CH2:20][CH2:19][O:18][CH2:17][CH2:16]2)[C:10](=[O:13])[CH:11]=[CH2:12])=[N:7][CH:8]=1.C(O)C.O1CCCC1.[Cl:29][C:30]1[S:34][C:33]([CH:35]=[O:36])=[N:32][CH:31]=1, predict the reaction product. The product is: [Cl:29][C:30]1[S:34][C:33]([C:35](=[O:36])[CH2:12][CH2:11][C:10](=[O:13])[CH:9]([C:6]2[CH:5]=[CH:4][C:3]([S:2][CH3:1])=[CH:8][N:7]=2)[CH2:14][CH:15]2[CH2:16][CH2:17][O:18][CH2:19][CH2:20]2)=[N:32][CH:31]=1.